Dataset: Forward reaction prediction with 1.9M reactions from USPTO patents (1976-2016). Task: Predict the product of the given reaction. Given the reactants [NH2:1][C:2]1[CH:10]=[C:9]([O:11][CH3:12])[C:8]([O:13][CH3:14])=[CH:7][C:3]=1[C:4]([NH2:6])=[O:5].CC(N(C)C)=O.[CH3:21][O:22][C:23]1[CH:24]=[C:25]([CH:28]=[C:29]([O:33][CH3:34])[C:30]=1[O:31][CH3:32])[CH:26]=O.OS([O-])=O.[Na+], predict the reaction product. The product is: [CH3:14][O:13][C:8]1[CH:7]=[C:3]2[C:2](=[CH:10][C:9]=1[O:11][CH3:12])[N:1]=[C:26]([C:25]1[CH:28]=[C:29]([O:33][CH3:34])[C:30]([O:31][CH3:32])=[C:23]([O:22][CH3:21])[CH:24]=1)[N:6]=[C:4]2[OH:5].